This data is from hERG potassium channel inhibition data for cardiac toxicity prediction from Karim et al.. The task is: Regression/Classification. Given a drug SMILES string, predict its toxicity properties. Task type varies by dataset: regression for continuous values (e.g., LD50, hERG inhibition percentage) or binary classification for toxic/non-toxic outcomes (e.g., AMES mutagenicity, cardiotoxicity, hepatotoxicity). Dataset: herg_karim. (1) The molecule is CS(=O)(=O)Nc1ccc2c(c1)nc1n2C[C@H]([NH3+])[C@@H](c2cc(F)c(F)cc2F)C1. The result is 1 (blocker). (2) The drug is Cc1cccc2nc(C)n(-c3ccc(OCCCN4CCCC4)cc3)c(=O)c12. The result is 1 (blocker). (3) The drug is C[C@@H]1CC[C@@H]([C@@H](C)C(=O)Nc2ccc(Cl)c(-c3ccccn3)c2)c2nc(CN3CCOCC3)ccc21. The result is 1 (blocker). (4) The compound is Cc1ncoc1-c1nnc(SCCCN2CCc3ccc4oc(C(F)(F)C(F)(F)F)nc4c3CC2)n1C. The result is 1 (blocker). (5) The drug is CC(=O)C1=NN2c3cc(Cl)ccc3OC[C@H]2[C@@]1(CCCN1CCN(C(C)=O)CC1)c1ccccc1. The result is 1 (blocker). (6) The compound is O=C([C@H]1CNCC[C@@]12OCc1cc(F)c(F)cc12)N(Cc1cccc(C(F)(F)F)c1Cl)C1CC1. The result is 0 (non-blocker). (7) The compound is CO/N=C1\CN(c2nc3c(cc2F)C(=O)[C@H](C(=O)O)CN3C2CC2)CC12CNC2. The result is 0 (non-blocker).